Dataset: Forward reaction prediction with 1.9M reactions from USPTO patents (1976-2016). Task: Predict the product of the given reaction. (1) Given the reactants Br[C:2]1[C:7]2[N:8]=[C:9]([S:12][CH3:13])[N:10]=[CH:11][C:6]=2[C:5](=[O:14])[N:4]([C:15]2[C:20]([Cl:21])=[CH:19][CH:18]=[CH:17][C:16]=2[Cl:22])[CH:3]=1.[CH2:23]([NH:26][C:27](=[O:33])[O:28][C:29]([CH3:32])([CH3:31])[CH3:30])[C:24]#[CH:25].C(N(CC)CC)C, predict the reaction product. The product is: [Cl:22][C:16]1[CH:17]=[CH:18][CH:19]=[C:20]([Cl:21])[C:15]=1[N:4]1[CH:3]=[C:2]([C:25]#[C:24][CH2:23][NH:26][C:27](=[O:33])[O:28][C:29]([CH3:31])([CH3:30])[CH3:32])[C:7]2[N:8]=[C:9]([S:12][CH3:13])[N:10]=[CH:11][C:6]=2[C:5]1=[O:14]. (2) Given the reactants C(O[C:6]([N:8]1[C@H:13]([C:14](=[O:25])[NH:15][CH2:16][C:17]2[CH:22]=[CH:21][CH:20]=[C:19]([Cl:23])[C:18]=2[F:24])[CH2:12][C@:11]2([CH2:26][OH:27])[C@H:9]1[CH2:10]2)=[O:7])(C)(C)C.[C:28]([C:31]1[N:32]=[C:33]([CH2:40]C(O)=O)[N:34]2[CH:39]=[CH:38][CH:37]=[CH:36][C:35]=12)(=[O:30])[CH3:29], predict the reaction product. The product is: [Cl:23][C:19]1[C:18]([F:24])=[C:17]([CH:22]=[CH:21][CH:20]=1)[CH2:16][NH:15][C:14]([C@@H:13]1[CH2:12][C@:11]2([CH2:26][OH:27])[C@@H:9]([CH2:10]2)[N:8]1[C:6](=[O:7])[CH2:40][C:33]1[N:34]2[CH:39]=[CH:38][CH:37]=[CH:36][C:35]2=[C:31]([C:28](=[O:30])[CH3:29])[N:32]=1)=[O:25]. (3) Given the reactants [CH3:1][C:2]1[N:7]2N=N[N:10]=[C:6]2[C:5]2[N:11]=[C:12]([CH2:24][O:25][N:26]=[C:27]([CH3:29])[CH3:28])[N:13]([CH2:14][CH2:15][CH2:16][CH2:17][NH:18][C:19](=[O:23])[CH:20]([CH3:22])[CH3:21])[C:4]=2[C:3]=1[CH3:30].C1(P(C2C=CC=CC=2)C2C=CC=CC=2)C=CC=CC=1, predict the reaction product. The product is: [NH2:10][C:6]1[C:5]2[N:11]=[C:12]([CH2:24][O:25][N:26]=[C:27]([CH3:29])[CH3:28])[N:13]([CH2:14][CH2:15][CH2:16][CH2:17][NH:18][C:19](=[O:23])[CH:20]([CH3:22])[CH3:21])[C:4]=2[C:3]([CH3:30])=[C:2]([CH3:1])[N:7]=1. (4) Given the reactants [F:1][C:2]1[C:7]([F:8])=[CH:6][CH:5]=[CH:4][C:3]=1[OH:9].N1C=CC=CC=1.[C:16](Cl)(=[O:18])[CH3:17], predict the reaction product. The product is: [C:16]([O:9][C:3]1[CH:4]=[CH:5][CH:6]=[C:7]([F:8])[C:2]=1[F:1])(=[O:18])[CH3:17].